From a dataset of Forward reaction prediction with 1.9M reactions from USPTO patents (1976-2016). Predict the product of the given reaction. (1) Given the reactants [CH:1]1([NH:6][C:7]2[N:12]=[C:11]([C:13]3[N:17]4[CH:18]=[C:19](Br)[CH:20]=[C:21](Br)[C:16]4=[N:15][C:14]=3[C:24]3[CH:29]=[CH:28][C:27]([F:30])=[CH:26][CH:25]=3)[CH:10]=[CH:9][N:8]=2)[CH2:5][CH2:4][CH2:3][CH2:2]1.[NH:31]1[CH2:36][CH2:35][O:34][CH2:33][CH2:32]1, predict the reaction product. The product is: [CH:1]1([NH:6][C:7]2[N:12]=[C:11]([C:13]3[N:17]4[CH:18]=[C:19]([N:31]5[CH2:36][CH2:35][O:34][CH2:33][CH2:32]5)[CH:20]=[C:21]([N:31]5[CH2:36][CH2:35][O:34][CH2:33][CH2:32]5)[C:16]4=[N:15][C:14]=3[C:24]3[CH:29]=[CH:28][C:27]([F:30])=[CH:26][CH:25]=3)[CH:10]=[CH:9][N:8]=2)[CH2:5][CH2:4][CH2:3][CH2:2]1. (2) The product is: [CH2:16]([N:13]1[C:4]2=[N:5][CH:6]=[C:7]([C:8]([O:10][CH2:11][CH3:12])=[O:9])[C:2]([NH:25][CH:21]3[CH2:22][CH2:23][CH2:24][O:19][CH2:20]3)=[C:3]2[CH:15]=[N:14]1)[CH3:17]. Given the reactants Cl[C:2]1[C:7]([C:8]([O:10][CH2:11][CH3:12])=[O:9])=[CH:6][N:5]=[C:4]2[N:13]([CH2:16][CH3:17])[N:14]=[CH:15][C:3]=12.Cl.[O:19]1[CH2:24][CH2:23][CH2:22][CH:21]([NH2:25])[CH2:20]1.C(N(CC)C(C)C)(C)C, predict the reaction product. (3) Given the reactants C(O[C:6]([N:8]1[CH2:13][CH2:12][N:11](C2C(=O)N(CC(C)C)N=C(C3C=CC(C)=C(F)C=3)C=2C)[CH2:10][CH2:9]1)=O)(C)(C)C.[F:34][C:35]1[CH:36]=[C:37]([CH:60]=[CH:61][C:62]=1[F:63])[CH2:38][N:39]1[C:44](=[O:45])[C:43]([CH2:46]OS(C)(=O)=O)=[CH:42][C:41]([C:52]2[CH:57]=[CH:56][C:55]([F:58])=[C:54]([CH3:59])[CH:53]=2)=[N:40]1, predict the reaction product. The product is: [F:34][C:35]1[CH:36]=[C:37]([CH:60]=[CH:61][C:62]=1[F:63])[CH2:38][N:39]1[C:44](=[O:45])[C:43]([CH2:46][N:11]2[CH2:12][CH2:13][N:8]([CH3:6])[CH2:9][CH2:10]2)=[CH:42][C:41]([C:52]2[CH:57]=[CH:56][C:55]([F:58])=[C:54]([CH3:59])[CH:53]=2)=[N:40]1. (4) Given the reactants C([Si](C)(C)[O:6][C:7]1[C:12]([CH3:13])=[CH:11][C:10]([C:14]2([C:24]3[CH:29]=[C:28]([CH3:30])[C:27]([O:31][Si](C(C)(C)C)(C)C)=[C:26]([CH3:39])[CH:25]=3)[C:22]3[C:17](=[CH:18][CH:19]=[CH:20][CH:21]=3)[NH:16][C:15]2=[O:23])=[CH:9][C:8]=1[CH3:40])(C)(C)C.C[Si]([N-][Si](C)(C)C)(C)C.[Li+].[F:53][C:54]1[CH:61]=[C:60]([F:62])[CH:59]=[CH:58][C:55]=1[CH2:56]Br.[I-].[Na+], predict the reaction product. The product is: [F:53][C:54]1[CH:61]=[C:60]([F:62])[CH:59]=[CH:58][C:55]=1[CH2:56][N:16]1[C:17]2[C:22](=[CH:21][CH:20]=[CH:19][CH:18]=2)[C:14]([C:10]2[CH:11]=[C:12]([CH3:13])[C:7]([OH:6])=[C:8]([CH3:40])[CH:9]=2)([C:24]2[CH:25]=[C:26]([CH3:39])[C:27]([OH:31])=[C:28]([CH3:30])[CH:29]=2)[C:15]1=[O:23]. (5) Given the reactants [CH3:1][C:2]1[CH:7]=[C:6]([CH3:8])[N:5]=[C:4]([N:9]2[CH2:16][CH:15]3[CH:11]([CH2:12][NH:13][CH2:14]3)[CH2:10]2)[N:3]=1.CC(O)=O.[CH3:21][C:22]1[N:27]=[C:26]([C:28](O)=[O:29])[C:25]([O:31][CH2:32][CH2:33][CH3:34])=[CH:24][CH:23]=1, predict the reaction product. The product is: [CH3:1][C:2]1[CH:7]=[C:6]([CH3:8])[N:5]=[C:4]([N:9]2[CH2:16][CH:15]3[CH:11]([CH2:12][N:13]([C:28]([C:26]4[C:25]([O:31][CH2:32][CH2:33][CH3:34])=[CH:24][CH:23]=[C:22]([CH3:21])[N:27]=4)=[O:29])[CH2:14]3)[CH2:10]2)[N:3]=1. (6) Given the reactants Cl.[CH3:2][O:3][C:4](=[O:11])[CH2:5][CH2:6][CH2:7][CH2:8][CH2:9][NH2:10].N1C=CC=CC=1.[C:18](Cl)(=[O:20])[CH3:19].Cl, predict the reaction product. The product is: [C:18]([NH:10][CH2:9][CH2:8][CH2:7][CH2:6][CH2:5][C:4]([O:3][CH3:2])=[O:11])(=[O:20])[CH3:19]. (7) Given the reactants [F:1][C:2]([F:11])([F:10])[C:3]1[N:8]=[CH:7][C:6]([OH:9])=[CH:5][N:4]=1.F[C:13]1[CH:20]=[CH:19][C:18]([CH:21]=[O:22])=[CH:17][C:14]=1[C:15]#[N:16], predict the reaction product. The product is: [CH:21]([C:18]1[CH:19]=[CH:20][C:13]([O:9][C:6]2[CH:7]=[N:8][C:3]([C:2]([F:1])([F:10])[F:11])=[N:4][CH:5]=2)=[C:14]([CH:17]=1)[C:15]#[N:16])=[O:22].